Dataset: Catalyst prediction with 721,799 reactions and 888 catalyst types from USPTO. Task: Predict which catalyst facilitates the given reaction. (1) Reactant: [CH2:1]([C:5]1[CH:9]([C:10]2[CH:15]=[CH:14][CH:13]=[CH:12][CH:11]=2)[C:8]([CH3:17])([CH3:16])[NH:7][N:6]=1)[CH2:2][CH2:3][CH3:4].[CH3:18][CH:19]([CH2:24][C:25]([CH3:28])([CH3:27])[CH3:26])[CH2:20][C:21](Cl)=[O:22].CCN(C(C)C)C(C)C.C([O-])(O)=O.[Na+]. Product: [CH2:1]([C:5]1[CH:9]([C:10]2[CH:15]=[CH:14][CH:13]=[CH:12][CH:11]=2)[C:8]([CH3:16])([CH3:17])[N:7]([C:21](=[O:22])[CH2:20][CH:19]([CH3:18])[CH2:24][C:25]([CH3:28])([CH3:27])[CH3:26])[N:6]=1)[CH2:2][CH2:3][CH3:4]. The catalyst class is: 4. (2) Reactant: [CH:1]([C:4]1[CH:9]=[CH:8][C:7]([CH:10]2[C:14]3[CH:15]=[CH:16][C:17]([CH3:20])=[C:18]([CH3:19])[C:13]=3[O:12][C:11]2=[O:21])=[CH:6][CH:5]=1)([CH3:3])[CH3:2]. Product: [OH:21][CH2:11][CH:10]([C:14]1[C:13]([OH:12])=[C:18]([CH3:19])[C:17]([CH3:20])=[CH:16][CH:15]=1)[C:7]1[CH:6]=[CH:5][C:4]([CH:1]([CH3:3])[CH3:2])=[CH:9][CH:8]=1. The catalyst class is: 175. (3) Reactant: [Na+].[C:2]([C:6]1[CH:11]=[CH:10][C:9]([S:12]([O-:14])=[O:13])=[CH:8][CH:7]=1)([CH3:5])([CH3:4])[CH3:3].Br[CH:16]([C:19]1[CH:24]=[CH:23][CH:22]=[CH:21][CH:20]=1)[CH2:17]Br. Product: [C:2]([C:6]1[CH:11]=[CH:10][C:9]([S:12](/[CH:17]=[CH:16]/[C:19]2[CH:24]=[CH:23][CH:22]=[CH:21][CH:20]=2)(=[O:14])=[O:13])=[CH:8][CH:7]=1)([CH3:5])([CH3:3])[CH3:4]. The catalyst class is: 3.